Dataset: Full USPTO retrosynthesis dataset with 1.9M reactions from patents (1976-2016). Task: Predict the reactants needed to synthesize the given product. (1) Given the product [O:22]1[C:21]2[CH:25]=[CH:26][C:18]([NH:17][C:14]3[NH:13][C:12]([C:3]4[CH:4]=[CH:5][C:6]([C:8]([F:10])([F:11])[F:9])=[CH:7][C:2]=4[NH:1][CH2:33][C:30]4[CH:31]=[CH:32][N:27]=[CH:28][CH:29]=4)=[N:16][N:15]=3)=[CH:19][C:20]=2[O:24][CH2:23]1, predict the reactants needed to synthesize it. The reactants are: [NH2:1][C:2]1[CH:7]=[C:6]([C:8]([F:11])([F:10])[F:9])[CH:5]=[CH:4][C:3]=1[C:12]1[NH:13][C:14]([NH:17][C:18]2[CH:26]=[CH:25][C:21]3[O:22][CH2:23][O:24][C:20]=3[CH:19]=2)=[N:15][N:16]=1.[N:27]1[CH:32]=[CH:31][C:30]([CH:33]=O)=[CH:29][CH:28]=1.C(O[BH-](OC(=O)C)OC(=O)C)(=O)C.[Na+].C(O)(=O)C. (2) Given the product [OH:39][C:40]1[CH:49]=[C:48]2[C:43]([C:44](=[O:50])[CH2:45][C@H:46]([C:7]3[CH:6]=[CH:5][CH:4]=[C:3]([O:2][CH3:1])[CH:8]=3)[O:47]2)=[CH:42][CH:41]=1, predict the reactants needed to synthesize it. The reactants are: [CH3:1][O:2][C:3]1[CH:4]=[C:5](B(O)O)[CH:6]=[CH:7][CH:8]=1.C([C@H]1COC(C2C=CC=CN=2)=N1)(C)(C)C.F[P-](F)(F)(F)(F)F.[NH4+].ClC(Cl)C.[OH:39][C:40]1[CH:49]=[C:48]2[C:43]([C:44](=[O:50])[CH:45]=[CH:46][O:47]2)=[CH:42][CH:41]=1.O. (3) Given the product [CH3:5][O:6][C:7](=[O:17])[C:8]([C:10]1[CH:11]=[CH:12][C:13]([C:22](=[O:23])[CH2:21][CH2:20][CH2:19][Cl:18])=[CH:14][CH:15]=1)([CH3:9])[CH3:16], predict the reactants needed to synthesize it. The reactants are: [Cl-].[Al+3].[Cl-].[Cl-].[CH3:5][O:6][C:7](=[O:17])[C:8]([CH3:16])([C:10]1[CH:15]=[CH:14][CH:13]=[CH:12][CH:11]=1)[CH3:9].[Cl:18][CH2:19][CH2:20][CH2:21][C:22](Cl)=[O:23].